Dataset: Forward reaction prediction with 1.9M reactions from USPTO patents (1976-2016). Task: Predict the product of the given reaction. (1) Given the reactants O.O.O.O.O.O.O.[Cl-].[Ce+3].[Cl-].[Cl-].[CH:12]([Mg]Br)=[CH2:13].[Cl:16][C:17]1[CH:22]=[C:21]([Cl:23])[CH:20]=[CH:19][C:18]=1[CH2:24][O:25][C@@H:26]1[C@@H:32]([CH2:33][O:34][CH2:35][C:36]2[CH:41]=[CH:40][C:39]([Cl:42])=[CH:38][C:37]=2[Cl:43])[O:31][C@H:28]([O:29][CH3:30])[C:27]1=[O:44], predict the reaction product. The product is: [Cl:16][C:17]1[CH:22]=[C:21]([Cl:23])[CH:20]=[CH:19][C:18]=1[CH2:24][O:25][C@@H:26]1[C@@H:32]([CH2:33][O:34][CH2:35][C:36]2[CH:41]=[CH:40][C:39]([Cl:42])=[CH:38][C:37]=2[Cl:43])[O:31][C@H:28]([O:29][CH3:30])[C@:27]1([CH:12]=[CH2:13])[OH:44]. (2) Given the reactants Cl[C:2]1[CH:3]=[CH:4][C:5]([CH:24]=[O:25])=[C:6]([C:8]2[CH:9]=[CH:10][C:11]([C:14]([NH:16][CH2:17][CH2:18][C:19]([O:21][CH2:22][CH3:23])=[O:20])=[O:15])=[N:12][CH:13]=2)[CH:7]=1.[CH3:26][C:27]1(C)[C:31](C)(C)OB(C(C)=C)O1.COC1C=CC=C(OC)C=1C1C=CC=CC=1P(C1CCCCC1)C1CCCCC1, predict the reaction product. The product is: [CH:24]([C:5]1[CH:4]=[CH:3][C:2]([C:27]([CH3:31])=[CH2:26])=[CH:7][C:6]=1[C:8]1[CH:9]=[CH:10][C:11]([C:14]([NH:16][CH2:17][CH2:18][C:19]([O:21][CH2:22][CH3:23])=[O:20])=[O:15])=[N:12][CH:13]=1)=[O:25]. (3) Given the reactants CO[C:3](=[O:26])[CH:4]([C:11]1[CH:16]=[CH:15][C:14]([C:17]2[CH:18]=[C:19]3[C:23](=[CH:24][CH:25]=2)[NH:22][CH:21]=[CH:20]3)=[CH:13][CH:12]=1)[CH2:5][CH:6]1[CH2:10][CH2:9][CH2:8][CH2:7]1.[CH3:27][NH:28][C:29]([NH2:31])=[O:30].C[O-].[Mg+2].C[O-].CO, predict the reaction product. The product is: [CH:6]1([CH2:5][CH:4]([C:11]2[CH:16]=[CH:15][C:14]([C:17]3[CH:18]=[C:19]4[C:23](=[CH:24][CH:25]=3)[NH:22][CH:21]=[CH:20]4)=[CH:13][CH:12]=2)[C:3]([NH:31][C:29]([NH:28][CH3:27])=[O:30])=[O:26])[CH2:10][CH2:9][CH2:8][CH2:7]1. (4) Given the reactants C([Si](C)(C)[O:6][C@H:7]1[CH2:11][CH2:10][N:9]([CH2:12][C@H:13]([C:29]2[CH:30]=[C:31]([CH:35]=[CH:36][CH:37]=2)[C:32]([NH2:34])=[O:33])[N:14]([CH3:28])[C:15](=[O:27])[CH2:16][C:17]2[CH:25]=[C:24]3[C:20]([CH2:21][C:22](=[O:26])[NH:23]3)=[CH:19][CH:18]=2)[CH2:8]1)(C)(C)C, predict the reaction product. The product is: [OH:6][C@H:7]1[CH2:11][CH2:10][N:9]([CH2:12][C@H:13]([C:29]2[CH:30]=[C:31]([CH:35]=[CH:36][CH:37]=2)[C:32]([NH2:34])=[O:33])[N:14]([CH3:28])[C:15](=[O:27])[CH2:16][C:17]2[CH:25]=[C:24]3[C:20]([CH2:21][C:22](=[O:26])[NH:23]3)=[CH:19][CH:18]=2)[CH2:8]1. (5) Given the reactants [OH:1][C:2]1[C:3]2[CH:14]=[C:13]([C:15]([F:18])([F:17])[F:16])[CH:12]=[CH:11][C:4]=2[S:5][C:6]=1[C:7]([O:9]C)=[O:8].O.[OH-].[Li+].O, predict the reaction product. The product is: [OH:1][C:2]1[C:3]2[CH:14]=[C:13]([C:15]([F:18])([F:16])[F:17])[CH:12]=[CH:11][C:4]=2[S:5][C:6]=1[C:7]([OH:9])=[O:8].